From a dataset of Full USPTO retrosynthesis dataset with 1.9M reactions from patents (1976-2016). Predict the reactants needed to synthesize the given product. (1) Given the product [NH2:1][C:2]1[N:7]=[CH:6][C:5]([C:8]2[N:13]=[C:12]([CH:32]3[CH2:34][CH2:33]3)[N:11]=[C:10]([CH:15]3[CH2:20][CH2:19][N:18]([C:21]([O:23][C:24]([CH3:27])([CH3:26])[CH3:25])=[O:22])[CH2:17][CH2:16]3)[CH:9]=2)=[CH:4][C:3]=1[O:28][CH:29]([F:31])[F:30], predict the reactants needed to synthesize it. The reactants are: [NH2:1][C:2]1[N:7]=[CH:6][C:5]([C:8]2[N:13]=[C:12](Cl)[N:11]=[C:10]([CH:15]3[CH2:20][CH2:19][N:18]([C:21]([O:23][C:24]([CH3:27])([CH3:26])[CH3:25])=[O:22])[CH2:17][CH2:16]3)[CH:9]=2)=[CH:4][C:3]=1[O:28][CH:29]([F:31])[F:30].[CH:32]1(B(O)O)[CH2:34][CH2:33]1.P([O-])([O-])([O-])=O.[K+].[K+].[K+]. (2) Given the product [CH2:23]([C:22]1[S:62][C:11]([NH:12][C:39]([C:36]2[CH:35]=[CH:34][C:33]([NH:32][CH2:31][C:48]([OH:47])=[O:49])=[CH:38][CH:37]=2)=[O:40])=[C:10]([C:8](=[O:9])[C:7]2[CH:13]=[CH:14][C:4]([O:3][C:2]([F:15])([F:16])[F:1])=[CH:5][CH:6]=2)[CH:21]=1)[CH3:18], predict the reactants needed to synthesize it. The reactants are: [F:1][C:2]([F:16])([F:15])[O:3][C:4]1[CH:14]=[CH:13][C:7]([C:8]([CH2:10][C:11]#[N:12])=[O:9])=[CH:6][CH:5]=1.C(Cl)(=O)[C:18]1[CH:23]=[CH:22][CH:21]=CC=1.C(O[C:31](=O)[NH:32][C:33]1[CH:38]=[CH:37][C:36]([C:39](Cl)=[O:40])=[CH:35][CH:34]=1)(C)(C)C.C([O:47][C:48](NC1C=CC(C(O)=O)=CC=1)=[O:49])(C)(C)C.NC1[S:62]C=CC=1. (3) Given the product [C:20]([C:13]1[C:14]2=[N:15][CH:16]=[CH:17][CH:18]=[C:19]2[N:11]([C:8]2[CH:9]=[CH:10][C:5]([C:4]([OH:26])=[O:3])=[C:6]([OH:22])[CH:7]=2)[CH:12]=1)#[N:21], predict the reactants needed to synthesize it. The reactants are: C([O:3][C:4](=[O:26])[C:5]1[CH:10]=[CH:9][C:8]([N:11]2[C:19]3[C:14](=[N:15][CH:16]=[CH:17][CH:18]=3)[C:13]([C:20]#[N:21])=[CH:12]2)=[CH:7][C:6]=1[O:22]COC)C.O.[OH-].[Li+].Cl. (4) Given the product [Br:36][C:37]1[C:45]2[C:40](=[N:41][CH:42]=[N:43][C:44]=2[N:31]2[CH2:30][CH2:29][N:28]([C:26]3[C:25]4[C:20](=[CH:21][CH:22]=[C:23]([O:34][CH3:35])[CH:24]=4)[CH:19]=[C:18]([C:16]4[CH:15]=[CH:14][N:13]=[C:12]([NH:11][CH2:10][CH2:9][C:5]5[CH:6]=[CH:7][CH:8]=[C:3]([O:2][CH3:1])[CH:4]=5)[N:17]=4)[CH:27]=3)[CH2:33][CH2:32]2)[NH:39][N:38]=1, predict the reactants needed to synthesize it. The reactants are: [CH3:1][O:2][C:3]1[CH:4]=[C:5]([CH2:9][CH2:10][NH:11][C:12]2[N:17]=[C:16]([C:18]3[CH:27]=[C:26]([N:28]4[CH2:33][CH2:32][NH:31][CH2:30][CH2:29]4)[C:25]4[C:20](=[CH:21][CH:22]=[C:23]([O:34][CH3:35])[CH:24]=4)[CH:19]=3)[CH:15]=[CH:14][N:13]=2)[CH:6]=[CH:7][CH:8]=1.[Br:36][C:37]1[C:45]2[C:40](=[N:41][CH:42]=[N:43][C:44]=2Cl)[NH:39][N:38]=1. (5) The reactants are: [Cl:1][C:2]1[CH:27]=[CH:26][C:5]([CH2:6][N:7]2[C:12](SCC)=[N:11][C:10](=[O:16])[N:9]([CH2:17][C@@H:18]([C:21]([O:23][CH3:24])=[O:22])[O:19][CH3:20])[C:8]2=[O:25])=[CH:4][CH:3]=1.[CH3:28][C:29]1[CH:30]=[C:31]([CH:33]=[CH:34][C:35]=1[O:36][CH:37]([CH3:39])[CH3:38])[NH2:32].C(O)(=O)C.C(=O)(O)[O-].[Na+]. Given the product [Cl:1][C:2]1[CH:3]=[CH:4][C:5]([CH2:6][N:7]2[C:12](=[N:32][C:31]3[CH:33]=[CH:34][C:35]([O:36][CH:37]([CH3:38])[CH3:39])=[C:29]([CH3:28])[CH:30]=3)[NH:11][C:10](=[O:16])[N:9]([CH2:17][C@@H:18]([C:21]([O:23][CH3:24])=[O:22])[O:19][CH3:20])[C:8]2=[O:25])=[CH:26][CH:27]=1, predict the reactants needed to synthesize it. (6) Given the product [Cl:1][C:2]1[CH:3]=[N:4][CH:5]=[C:6]([Cl:23])[C:7]=1[NH:8][C:9]1[C:18]2[C:13](=[C:14]([O:21][CH2:25][CH2:26][CH2:27][CH2:28][CH2:29][N:32]([CH3:33])[CH3:31])[C:15]([O:19][CH3:20])=[CH:16][CH:17]=2)[NH:12][C:11](=[O:22])[CH:10]=1, predict the reactants needed to synthesize it. The reactants are: [Cl:1][C:2]1[CH:3]=[N:4][CH:5]=[C:6]([Cl:23])[C:7]=1[NH:8][C:9]1[C:18]2[C:13](=[C:14]([OH:21])[C:15]([O:19][CH3:20])=[CH:16][CH:17]=2)[NH:12][C:11](=[O:22])[CH:10]=1.Br[CH2:25][CH2:26][CH2:27][CH2:28][CH2:29]Br.[CH3:31][NH:32][CH3:33]. (7) Given the product [CH3:1][O:2][CH2:3][CH2:4][N:5]1[CH:10]=[CH:9][C:8]([C:11]([OH:13])=[O:12])=[CH:7][C:6]1=[O:15], predict the reactants needed to synthesize it. The reactants are: [CH3:1][O:2][CH2:3][CH2:4][N:5]1[CH:10]=[CH:9][C:8]([C:11]([O:13]C)=[O:12])=[CH:7][C:6]1=[O:15].[OH-].[Na+]. (8) Given the product [Cl:1][C:2]1[CH:3]=[C:4]([N:8]2[CH2:21][CH2:20][C:10]3([CH2:19][CH2:18][CH2:17][C:12](=[O:13])[CH2:11]3)[C:9]2=[O:22])[CH:5]=[CH:6][CH:7]=1, predict the reactants needed to synthesize it. The reactants are: [Cl:1][C:2]1[CH:3]=[C:4]([N:8]2[CH2:21][CH2:20][C:10]3([CH2:19][CH2:18][CH2:17][C:12]4(OCC[O:13]4)[CH2:11]3)[C:9]2=[O:22])[CH:5]=[CH:6][CH:7]=1.C1COCC1.Cl.